Binary Classification. Given a drug SMILES string, predict its activity (active/inactive) in a high-throughput screening assay against a specified biological target. From a dataset of HIV replication inhibition screening data with 41,000+ compounds from the AIDS Antiviral Screen. (1) The molecule is Cc1ccc(-c2n[nH]c(=O)n2N=Cc2ccccc2O)cc1. The result is 0 (inactive). (2) The molecule is CC1=NOC2(C1)C(=O)Nc1ccccc12. The result is 0 (inactive). (3) The compound is CC(=O)C(C(C)=O)=C1CCCC(O)O1. The result is 0 (inactive). (4) The drug is O=c1c2ccccc2n2n1Cc1ccccc1C2. The result is 0 (inactive).